The task is: Predict the reactants needed to synthesize the given product.. This data is from Full USPTO retrosynthesis dataset with 1.9M reactions from patents (1976-2016). (1) Given the product [C:62]([C:61]1[CH:64]=[CH:65][C:58]([N:41]2[C:42]3=[N:43][CH:44]=[CH:45][C:46]([C:48]4[CH:49]=[N:50][C:51]5[C:56]([CH:57]=4)=[CH:55][CH:54]=[CH:53][CH:52]=5)=[C:47]3[C:39]([CH:36]([CH3:38])[CH3:37])=[N:40]2)=[CH:59][C:60]=1[NH:66][CH:67]1[CH2:68][CH2:69][N:70]([O:26][CH2:9][NH:8][C:6](=[O:7])[O:5][C:1]([CH3:2])([CH3:3])[CH3:4])[CH2:71][CH2:72]1)#[N:63], predict the reactants needed to synthesize it. The reactants are: [C:1]([O:5][C:6]([NH:8][CH2:9]C(O)=O)=[O:7])([CH3:4])([CH3:3])[CH3:2].Cl.C(N=C=NCCCN(C)C)C.O.[OH:26]N1C2C=CC=CC=2N=N1.[CH:36]([C:39]1[C:47]2[C:42](=[N:43][CH:44]=[CH:45][C:46]=2[C:48]2[CH:49]=[N:50][C:51]3[C:56]([CH:57]=2)=[CH:55][CH:54]=[CH:53][CH:52]=3)[N:41]([C:58]2[CH:65]=[CH:64][C:61]([C:62]#[N:63])=[C:60]([NH:66][CH:67]3[CH2:72][CH2:71][NH:70][CH2:69][CH2:68]3)[CH:59]=2)[N:40]=1)([CH3:38])[CH3:37]. (2) The reactants are: [CH3:1][C:2]1[CH:11]=[C:10]([N:12]2[CH2:16][CH2:15][CH2:14][CH2:13]2)[C:9]2[C:4](=[CH:5][C:6]([OH:17])=[CH:7][CH:8]=2)[N:3]=1.Cl.Cl[CH2:20][CH2:21][N:22]1[CH2:27][CH2:26][O:25][CH2:24][CH2:23]1. Given the product [CH3:1][C:2]1[CH:11]=[C:10]([N:12]2[CH2:16][CH2:15][CH2:14][CH2:13]2)[C:9]2[C:4](=[CH:5][C:6]([O:17][CH2:20][CH2:21][N:22]3[CH2:27][CH2:26][O:25][CH2:24][CH2:23]3)=[CH:7][CH:8]=2)[N:3]=1, predict the reactants needed to synthesize it. (3) Given the product [OH:17][C@H:10]1[C@@:11]([OH:15])([CH3:16])[C@@H:12]([CH3:14])[CH2:13][C@@H:8]([C:7]2[CH:6]=[CH:5][N:4]=[CH:3][C:2]=2[NH:1][C:47]([C:45]2[N:46]=[C:41]([C:37]3[C:36]([F:51])=[CH:35][C:34]([C:31]4[CH2:32][CH2:33][N:28]([C:26]([O:25][CH2:18][C:19]5[CH:24]=[CH:23][CH:22]=[CH:21][CH:20]=5)=[O:27])[CH2:29][CH:30]=4)=[CH:39][C:38]=3[F:40])[C:42]([F:50])=[CH:43][CH:44]=2)=[O:48])[CH2:9]1, predict the reactants needed to synthesize it. The reactants are: [NH2:1][C:2]1[CH:3]=[N:4][CH:5]=[CH:6][C:7]=1[C@@H:8]1[CH2:13][C@H:12]([CH3:14])[C@@:11]([CH3:16])([OH:15])[C@H:10]([OH:17])[CH2:9]1.[CH2:18]([O:25][C:26]([N:28]1[CH2:33][CH:32]=[C:31]([C:34]2[CH:39]=[C:38]([F:40])[C:37]([C:41]3[N:46]=[C:45]([C:47](O)=[O:48])[CH:44]=[CH:43][C:42]=3[F:50])=[C:36]([F:51])[CH:35]=2)[CH2:30][CH2:29]1)=[O:27])[C:19]1[CH:24]=[CH:23][CH:22]=[CH:21][CH:20]=1. (4) Given the product [CH3:1][O:2][C:3]1[CH:4]=[C:5]2[C:14]([NH2:15])=[N:13][C:12]([N:16]3[CH2:21][CH2:20][N:19]([C:22]([CH:24]4[O:33][C:32]5[C:27](=[CH:28][CH:29]=[CH:30][CH:31]=5)[O:26][CH2:25]4)=[O:23])[CH2:18][CH2:17]3)=[N:11][C:6]2=[CH:7][C:8]=1[O:9][CH3:10].[ClH:52], predict the reactants needed to synthesize it. The reactants are: [CH3:1][O:2][C:3]1[CH:4]=[C:5]2[C:14]([NH2:15])=[N:13][C:12]([N:16]3[CH2:21][CH2:20][N:19]([C:22]([CH:24]4[O:33][C:32]5[CH:31]=[CH:30][CH:29]=[CH:28][C:27]=5[O:26][CH2:25]4)=[O:23])[CH2:18][CH2:17]3)=[N:11][C:6]2=[CH:7][C:8]=1[O:9][CH3:10].O1C(C(N2CCNCC2)=O)COC2C=CC=CC1=2.[Cl:52]C1N=C(N)C2C(=CC(OC)=C(OC)C=2)N=1. (5) Given the product [F:1][C:2]1[CH:3]=[C:4]([N+:9]([O-:11])=[O:10])[CH:5]=[CH:6][C:7]=1[NH:25][CH2:19][CH2:20][CH2:21][CH2:22][CH2:23][CH3:24], predict the reactants needed to synthesize it. The reactants are: [F:1][C:2]1[CH:3]=[C:4]([N+:9]([O-:11])=[O:10])[CH:5]=[CH:6][C:7]=1F.CCN(CC)CC.[CH2:19]([NH2:25])[CH2:20][CH2:21][CH2:22][CH2:23][CH3:24].